From a dataset of Forward reaction prediction with 1.9M reactions from USPTO patents (1976-2016). Predict the product of the given reaction. (1) Given the reactants [C:1]([C:3]1[CH:8]=[CH:7][C:6]([CH:9]2[C:18]3[C:17](=[O:19])[NH:16][N:15]=[CH:14][C:13]=3[NH:12][C:11]([CH3:20])=[C:10]2[C:21]([O:23][CH2:24][CH3:25])=[O:22])=[C:5]([O:26][CH3:27])[CH:4]=1)#[N:2].ClCCl.F[B-](F)(F)F.[CH2:36]([O+](CC)CC)[CH3:37].CO, predict the reaction product. The product is: [C:1]([C:3]1[CH:8]=[CH:7][C:6]([CH:9]2[C:18]3[C:13](=[CH:14][N:15]=[N:16][C:17]=3[O:19][CH2:36][CH3:37])[NH:12][C:11]([CH3:20])=[C:10]2[C:21]([O:23][CH2:24][CH3:25])=[O:22])=[C:5]([O:26][CH3:27])[CH:4]=1)#[N:2]. (2) Given the reactants CON(C)[C:4]([C:6]1[N:7]=[CH:8][N:9]([C:11]2[CH:12]=[C:13]([C:17]3[CH:22]=[CH:21][CH:20]=[CH:19][C:18]=3[Cl:23])[CH:14]=[CH:15][CH:16]=2)[CH:10]=1)=[O:5].[CH3:25][N:26]1[CH:30]=[CH:29][N:28]=[CH:27]1, predict the reaction product. The product is: [Cl:23][C:18]1[CH:19]=[CH:20][CH:21]=[CH:22][C:17]=1[C:13]1[CH:14]=[CH:15][CH:16]=[C:11]([N:9]2[CH:10]=[C:6]([C:4]([C:27]3[N:26]([CH3:25])[CH:30]=[CH:29][N:28]=3)=[O:5])[N:7]=[CH:8]2)[CH:12]=1. (3) Given the reactants [F:1][C:2]([F:13])([C:6]1[CH:11]=[CH:10][C:9]([F:12])=[CH:8][CH:7]=1)[C:3]([OH:5])=O.CN(C(ON1N=NC2C=CC=NC1=2)=[N+](C)C)C.F[P-](F)(F)(F)(F)F.[NH2:38][N:39]1[C:43]([C:44](=[O:46])[NH2:45])=[CH:42][C:41]([C:47]([O:49][CH3:50])=[O:48])=[CH:40]1.CCN(C(C)C)C(C)C, predict the reaction product. The product is: [C:44]([C:43]1[N:39]([NH:38][C:3](=[O:5])[C:2]([F:1])([F:13])[C:6]2[CH:11]=[CH:10][C:9]([F:12])=[CH:8][CH:7]=2)[CH:40]=[C:41]([C:47]([O:49][CH3:50])=[O:48])[CH:42]=1)(=[O:46])[NH2:45]. (4) Given the reactants [Cl:1][C:2]1[N:7]=[CH:6][C:5]([C:8]2[CH:20]=[CH:19][C:11]3[N:12]=[C:13]([NH:15]C(=O)C)[S:14][C:10]=3[CH:9]=2)=[CH:4][C:3]=1[N:21]([CH3:23])[CH3:22].[OH-].[Na+].Cl, predict the reaction product. The product is: [Cl:1][C:2]1[N:7]=[CH:6][C:5]([C:8]2[CH:20]=[CH:19][C:11]3[N:12]=[C:13]([NH2:15])[S:14][C:10]=3[CH:9]=2)=[CH:4][C:3]=1[N:21]([CH3:23])[CH3:22].